From a dataset of Full USPTO retrosynthesis dataset with 1.9M reactions from patents (1976-2016). Predict the reactants needed to synthesize the given product. (1) Given the product [Cl:1][C:2]1[CH:7]=[CH:6][C:5]([CH:8]([Cl:18])[C:10]2[CH:15]=[CH:14][CH:13]=[CH:12][CH:11]=2)=[CH:4][CH:3]=1, predict the reactants needed to synthesize it. The reactants are: [Cl:1][C:2]1[CH:7]=[CH:6][C:5]([CH:8]([C:10]2[CH:15]=[CH:14][CH:13]=[CH:12][CH:11]=2)O)=[CH:4][CH:3]=1.O=S(Cl)[Cl:18].[Cl-].[Cl-].[Ca+2]. (2) Given the product [CH3:18][N:19]1[CH2:24][CH2:23][N:22]([C:38](=[O:39])[CH2:37][CH2:36][C:35]2[C:34]3[CH2:33][CH2:32][CH2:31][CH2:30][C:29]=3[NH:28][C:27]=2[CH:25]=[O:26])[CH2:21][CH2:20]1, predict the reactants needed to synthesize it. The reactants are: ON1C2C=CC=CC=2N=N1.C(N(CC)CC)C.[CH3:18][N:19]1[CH2:24][CH2:23][NH:22][CH2:21][CH2:20]1.[CH:25]([C:27]1[NH:28][C:29]2[CH2:30][CH2:31][CH2:32][CH2:33][C:34]=2[C:35]=1[CH2:36][CH2:37][C:38](O)=[O:39])=[O:26]. (3) The reactants are: [NH2:1][C:2]1[CH:7]=[CH:6][C:5]([NH2:8])=[CH:4][C:3]=1[S:9]([NH2:12])(=[O:11])=[O:10].[C:13](O[C:13]([O:15][C:16]([CH3:19])([CH3:18])[CH3:17])=[O:14])([O:15][C:16]([CH3:19])([CH3:18])[CH3:17])=[O:14]. Given the product [NH2:1][C:2]1[CH:7]=[CH:6][C:5]([NH:8][C:13](=[O:14])[O:15][C:16]([CH3:19])([CH3:18])[CH3:17])=[CH:4][C:3]=1[S:9]([NH2:12])(=[O:10])=[O:11], predict the reactants needed to synthesize it. (4) Given the product [CH3:1][S:2][C:3]1[CH:12]=[CH:11][C:10]([NH2:13])=[CH:9][C:4]=1[C:5]([O:7][CH3:8])=[O:6], predict the reactants needed to synthesize it. The reactants are: [CH3:1][S:2][C:3]1[CH:12]=[CH:11][C:10]([N+:13]([O-])=O)=[CH:9][C:4]=1[C:5]([O:7][CH3:8])=[O:6].C(O)(=O)C.O.